Dataset: Forward reaction prediction with 1.9M reactions from USPTO patents (1976-2016). Task: Predict the product of the given reaction. (1) Given the reactants [I:1][C:2]1[CH:7]=[CH:6][CH:5]=[CH:4][C:3]=1[CH:8]([CH3:11])[C:9]#[N:10].[CH2:12](N)[CH2:13][NH2:14], predict the reaction product. The product is: [I:1][C:2]1[CH:7]=[CH:6][CH:5]=[CH:4][C:3]=1[CH:8]([C:9]1[NH:14][CH2:13][CH2:12][N:10]=1)[CH3:11]. (2) Given the reactants Cl[C:2]1[C:11]2[C:6](=[CH:7][CH:8]=[C:9]([C:12]3[CH:17]=[CH:16][C:15]([F:18])=[CH:14][CH:13]=3)[CH:10]=2)[N:5]=[CH:4][N:3]=1.[NH3:19], predict the reaction product. The product is: [NH2:19][C:2]1[C:11]2[C:6](=[CH:7][CH:8]=[C:9]([C:12]3[CH:17]=[CH:16][C:15]([F:18])=[CH:14][CH:13]=3)[CH:10]=2)[N:5]=[CH:4][N:3]=1. (3) Given the reactants [C:1]([O-:4])(=[O:3])[CH3:2].[Na+].[CH2:6]([O:8][C:9]([C:11]1[NH:20][C:14]2=[N:15]C(Cl)=[CH:17][CH:18]=[C:13]2[CH:12]=1)=[O:10])[CH3:7].[C]=O.[CH2:23](O)[CH3:24], predict the reaction product. The product is: [NH:20]1[C:14]2=[N:15][C:2]([C:1]([O:4][CH2:23][CH3:24])=[O:3])=[CH:17][CH:18]=[C:13]2[CH:12]=[C:11]1[C:9]([O:8][CH2:6][CH3:7])=[O:10]. (4) Given the reactants [F:1][CH:2]([F:28])[C:3]1[CH:7]=[C:6]([CH:8]([F:10])[F:9])[N:5]([CH2:11][C:12]([N:14]2[CH2:19][CH2:18][CH:17]([C:20]3[S:21][CH:22]=[C:23]([CH:25]=[N:26][OH:27])[N:24]=3)[CH2:16][CH2:15]2)=[O:13])[N:4]=1.[C:29]([O:33][C:34](=[O:44])[NH:35][C:36]1[CH:41]=[CH:40][C:39]([CH:42]=[CH2:43])=[CH:38][CH:37]=1)([CH3:32])([CH3:31])[CH3:30].C(=O)([O-])O.[K+].ClN1C(=O)CCC1=O, predict the reaction product. The product is: [F:28][CH:2]([F:1])[C:3]1[CH:7]=[C:6]([CH:8]([F:9])[F:10])[N:5]([CH2:11][C:12]([N:14]2[CH2:15][CH2:16][CH:17]([C:20]3[S:21][CH:22]=[C:23]([C:25]4[CH2:43][CH:42]([C:39]5[CH:38]=[CH:37][C:36]([NH:35][C:34](=[O:44])[O:33][C:29]([CH3:32])([CH3:31])[CH3:30])=[CH:41][CH:40]=5)[O:27][N:26]=4)[N:24]=3)[CH2:18][CH2:19]2)=[O:13])[N:4]=1. (5) Given the reactants [NH:1]1[CH2:6][CH2:5][CH:4]([NH:7][C:8](=[O:19])[CH2:9][CH2:10][CH2:11][CH2:12][CH2:13][C:14]2[N:15]=[N:16][NH:17][CH:18]=2)[CH2:3][CH2:2]1.[C:20](Cl)(=[O:31])[O:21][CH2:22][C:23]1[CH:28]=[C:27]([Cl:29])[CH:26]=[C:25]([Cl:30])[CH:24]=1.[OH-].[Na+], predict the reaction product. The product is: [NH:17]1[CH:18]=[C:14]([CH2:13][CH2:12][CH2:11][CH2:10][CH2:9][C:8]([NH:7][CH:4]2[CH2:3][CH2:2][N:1]([C:20]([O:21][CH2:22][C:23]3[CH:24]=[C:25]([Cl:30])[CH:26]=[C:27]([Cl:29])[CH:28]=3)=[O:31])[CH2:6][CH2:5]2)=[O:19])[N:15]=[N:16]1. (6) Given the reactants [CH3:1][O:2][C:3]1[CH:8]=[CH:7][CH:6]=[C:5]([O:9][CH3:10])[C:4]=1[CH:11]1[NH:16][C:15](=[O:17])[CH2:14][CH2:13][CH2:12]1.Br[CH2:19][C:20]1[CH:25]=[CH:24][C:23]([O:26][CH:27]([F:29])[F:28])=[CH:22][CH:21]=1, predict the reaction product. The product is: [F:28][CH:27]([F:29])[O:26][C:23]1[CH:24]=[CH:25][C:20]([CH2:19][N:16]2[CH:11]([C:4]3[C:5]([O:9][CH3:10])=[CH:6][CH:7]=[CH:8][C:3]=3[O:2][CH3:1])[CH2:12][CH2:13][CH2:14][C:15]2=[O:17])=[CH:21][CH:22]=1. (7) Given the reactants [C:1]1([CH3:9])[CH:6]=[CH:5][C:4]([CH:7]=O)=[CH:3][CH:2]=1.CO[CH:12](OC)[CH2:13][NH2:14].ClC(OCC)=O.P(OCC)(OCC)OCC, predict the reaction product. The product is: [CH3:9][C:1]1[CH:6]=[C:5]2[C:4](=[CH:3][CH:2]=1)[CH:7]=[N:14][CH:13]=[CH:12]2.